From a dataset of Forward reaction prediction with 1.9M reactions from USPTO patents (1976-2016). Predict the product of the given reaction. (1) Given the reactants [CH3:1][CH2:2][O:3][C:4]([CH:6]1[CH2:12][CH2:11][C:9](=O)[CH2:8][CH2:7]1)=[O:5].[C:13]([O:17][C:18]([CH3:21])([CH3:20])[CH3:19])(=[O:16])[NH:14][NH2:15].[BH-](OC(C)=O)(OC(C)=O)OC(C)=O.[Na+].C([O-])([O-])=O.[Na+].[Na+], predict the reaction product. The product is: [CH2:2]([O:3][C:4]([C@H:6]1[CH2:12][CH2:11][C@H:9]([NH:15][NH:14][C:13]([O:17][C:18]([CH3:21])([CH3:20])[CH3:19])=[O:16])[CH2:8][CH2:7]1)=[O:5])[CH3:1]. (2) Given the reactants [CH2:1]([O:3][C:4](=[O:18])[CH:5]([O:15][CH2:16][CH3:17])[CH2:6][C:7]1[CH:12]=[CH:11][C:10]([OH:13])=[CH:9][C:8]=1[CH3:14])[CH3:2].[CH3:19][C:20]1[N:21]=[C:22]([C:28]2[CH:33]=[CH:32][C:31]([C:34]([F:37])([F:36])[F:35])=[CH:30][CH:29]=2)[S:23][C:24]=1[CH:25](O)[CH3:26].C(P(CCCC)CCCC)CCC.CN(C)C(N=NC(N(C)C)=O)=O, predict the reaction product. The product is: [CH2:1]([O:3][C:4](=[O:18])[CH:5]([O:15][CH2:16][CH3:17])[CH2:6][C:7]1[CH:12]=[CH:11][C:10]([O:13][CH:25]([C:24]2[S:23][C:22]([C:28]3[CH:29]=[CH:30][C:31]([C:34]([F:36])([F:37])[F:35])=[CH:32][CH:33]=3)=[N:21][C:20]=2[CH3:19])[CH3:26])=[CH:9][C:8]=1[CH3:14])[CH3:2]. (3) Given the reactants [CH2:1]1[C:5]2([CH2:10][CH2:9][C:8](=[O:11])[CH2:7][CH2:6]2)[CH2:4][CH2:3][CH2:2]1.C[Mg]Cl.[Cl-].[NH4+].CC1(O)CCC2(CCCC2)CC1, predict the reaction product. The product is: [CH2:1]1[C:5]2([CH2:10][CH2:9][C:8](=[O:11])[CH:7]=[CH:6]2)[CH2:4][CH2:3][CH2:2]1.